This data is from Catalyst prediction with 721,799 reactions and 888 catalyst types from USPTO. The task is: Predict which catalyst facilitates the given reaction. Reactant: [C:1]([C:3]1[S:7][C:6]([O:8][C:9]2[CH:10]=[C:11]([CH3:25])[C:12]3[CH:16]([CH2:17][C:18]([O:20][CH2:21][CH3:22])=[O:19])[O:15][B:14]([OH:23])[C:13]=3[CH:24]=2)=[N:5][CH:4]=1)#[N:2].Cl.[NH2:27][OH:28].C(N(CC)CC)C. Product: [OH:23][B:14]1[C:13]2[CH:24]=[C:9]([O:8][C:6]3[S:7][C:3]([C:1](=[NH:2])[NH:27][OH:28])=[CH:4][N:5]=3)[CH:10]=[C:11]([CH3:25])[C:12]=2[CH:16]([CH2:17][C:18]([O:20][CH2:21][CH3:22])=[O:19])[O:15]1. The catalyst class is: 5.